From a dataset of Reaction yield outcomes from USPTO patents with 853,638 reactions. Predict the reaction yield, written as a fraction of the theoretical maximum amount of product (1.0 means a 100% yield; for example, 0.34 means a 34% yield). (1) The reactants are [NH2:1][CH2:2][C@H:3]1[CH2:8][CH2:7][C@H:6]([C:9]([OH:11])=[O:10])[CH2:5][CH2:4]1.[F:12][C:13]([F:33])([F:32])[CH2:14][O:15][C:16]1[CH:21]=[CH:20][C:19]([O:22][CH2:23][C:24]([F:27])([F:26])[F:25])=[CH:18][C:17]=1[S:28](Cl)(=[O:30])=[O:29]. The catalyst is C1COCC1.[OH-].[Na+]. The product is [F:33][C:13]([F:12])([F:32])[CH2:14][O:15][C:16]1[CH:21]=[CH:20][C:19]([O:22][CH2:23][C:24]([F:25])([F:26])[F:27])=[CH:18][C:17]=1[S:28]([NH:1][CH2:2][C@H:3]1[CH2:4][CH2:5][C@H:6]([C:9]([OH:11])=[O:10])[CH2:7][CH2:8]1)(=[O:30])=[O:29]. The yield is 0.570. (2) The reactants are [C:1]([O:5][C:6]([N:8]1[CH2:13][CH2:12][CH:11]([CH:14]([C:16]2[CH:21]=[CH:20][C:19]([Br:22])=[CH:18][CH:17]=2)[OH:15])[CH2:10][CH2:9]1)=[O:7])([CH3:4])([CH3:3])[CH3:2].[H-].[Na+].[F:25][C:26]1[CH:31]=[CH:30][CH:29]=[C:28](F)[N:27]=1. The catalyst is CN(C=O)C. The product is [C:1]([O:5][C:6]([N:8]1[CH2:9][CH2:10][CH:11]([CH:14]([C:16]2[CH:21]=[CH:20][C:19]([Br:22])=[CH:18][CH:17]=2)[O:15][C:28]2[CH:29]=[CH:30][CH:31]=[C:26]([F:25])[N:27]=2)[CH2:12][CH2:13]1)=[O:7])([CH3:4])([CH3:2])[CH3:3]. The yield is 0.940. (3) The reactants are C1(S([CH2:9][C:10]2[CH:11]=[CH:12][N:13]3[C:18]=2[C:17]([NH:19][C:20]2[CH:21]=[C:22]4[C:26](=[CH:27][CH:28]=2)[N:25]([CH2:29][C:30]2[CH:35]=[CH:34][CH:33]=[C:32]([F:36])[CH:31]=2)[N:24]=[CH:23]4)=[N:16][CH:15]=[N:14]3)=O)C=CC=CC=1.[NH2:37][CH:38]1[CH2:43][CH2:42][NH:41][CH2:40][CH2:39]1.[CH:44](OCC)=[O:45]. No catalyst specified. The product is [F:36][C:32]1[CH:31]=[C:30]([CH:35]=[CH:34][CH:33]=1)[CH2:29][N:25]1[C:26]2[C:22](=[CH:21][C:20]([NH:19][C:17]3[C:18]4=[C:10]([CH2:9][N:41]5[CH2:42][CH2:43][CH:38]([NH:37][CH:44]=[O:45])[CH2:39][CH2:40]5)[CH:11]=[CH:12][N:13]4[N:14]=[CH:15][N:16]=3)=[CH:28][CH:27]=2)[CH:23]=[N:24]1. The yield is 0.360. (4) The reactants are [CH3:1][C:2]1[C:3]([CH3:12])=[CH:4][C:5]2[S:9][C:8]([NH2:10])=[N:7][C:6]=2[CH:11]=1.[C:13]1([CH3:22])[CH:18]=[CH:17][C:16]([C:19](Cl)=[O:20])=[CH:15][CH:14]=1.C[O:24][C:25]1[CH:34]=CC2N=C(N)SC=2C=1.ClC1C=C(C=CC=1)C(Cl)=[O:40]. No catalyst specified. The product is [CH3:1][C:2]1[C:3]([CH3:12])=[CH:4][C:5]2[S:9][C:8](=[N:10][C:19](=[O:20])[C:16]3[CH:17]=[CH:18][C:13]([CH3:22])=[CH:14][CH:15]=3)[N:7]([CH2:34][C:25]([OH:24])=[O:40])[C:6]=2[CH:11]=1. The yield is 0.160.